This data is from Full USPTO retrosynthesis dataset with 1.9M reactions from patents (1976-2016). The task is: Predict the reactants needed to synthesize the given product. (1) The reactants are: [Cl:1][C:2]1[CH:3]=[CH:4][C:5]([NH2:8])=[N:6][CH:7]=1.CO[C:11]([N:15]([CH3:17])[CH3:16])(OC)[CH3:12]. Given the product [Cl:1][C:2]1[CH:3]=[CH:4][C:5](/[N:8]=[C:11](/[N:15]([CH3:17])[CH3:16])\[CH3:12])=[N:6][CH:7]=1, predict the reactants needed to synthesize it. (2) Given the product [O:17]=[C:13]1[CH2:14][CH2:15][CH2:16][CH:11]([CH2:5][C:4]([OH:18])=[O:3])[CH2:12]1, predict the reactants needed to synthesize it. The reactants are: C([O:3][C:4](=[O:18])[CH:5]([CH:11]1[CH2:16][CH2:15][CH2:14][C:13](=[O:17])[CH2:12]1)C(OCC)=O)C.O=C1C(CCC)CCC(CC(O)=O)C1.